From a dataset of Reaction yield outcomes from USPTO patents with 853,638 reactions. Predict the reaction yield, written as a fraction of the theoretical maximum amount of product (1.0 means a 100% yield; for example, 0.34 means a 34% yield). (1) The reactants are [N+:1]([C:4]1[CH:9]=[CH:8][CH:7]=[CH:6][C:5]=1[S:10]([NH:13][C:14]1[CH:15]=[CH:16][CH:17]=[C:18]2[C:23]=1[N:22]=[CH:21][CH:20]=[C:19]2[C:24]([F:27])([F:26])[F:25])(=[O:12])=[O:11])([O-])=O.Cl[Sn]Cl. The catalyst is Cl.CCO. The product is [NH2:1][C:4]1[CH:9]=[CH:8][CH:7]=[CH:6][C:5]=1[S:10]([NH:13][C:14]1[CH:15]=[CH:16][CH:17]=[C:18]2[C:23]=1[N:22]=[CH:21][CH:20]=[C:19]2[C:24]([F:27])([F:26])[F:25])(=[O:12])=[O:11]. The yield is 0.810. (2) The reactants are [C:1]([N:8]1[CH2:13][CH2:12][N:11]([C:14]2[CH:19]=[CH:18][CH:17]=[C:16]([C:20]([F:23])([F:22])[F:21])[C:15]=2[CH:24]=O)[CH2:10][CH2:9]1)([O:3][C:4]([CH3:7])([CH3:6])[CH3:5])=[O:2].[NH:26]1[CH2:30][CH2:29][CH2:28][CH2:27]1.[BH4-].[Na+]. The catalyst is CO. The product is [C:1]([N:8]1[CH2:13][CH2:12][N:11]([C:14]2[CH:19]=[CH:18][CH:17]=[C:16]([C:20]([F:23])([F:22])[F:21])[C:15]=2[CH2:24][N:26]2[CH2:30][CH2:29][CH2:28][CH2:27]2)[CH2:10][CH2:9]1)([O:3][C:4]([CH3:7])([CH3:6])[CH3:5])=[O:2]. The yield is 0.720. (3) The reactants are Br[C:2]([F:9])([F:8])[C:3]([O:5][CH2:6][CH3:7])=[O:4].[CH2:10]1C[O:13][CH2:12][CH2:11]1.BrC(F)(F)C(OCC)=O.C(=O)CC.C1COCC1.C(=O)CC.C(OC(C)C)(C)C. The catalyst is [Zn].O.C1COCC1. The yield is 0.890. The product is [CH2:6]([O:5][C:3](=[O:4])[C:2]([F:9])([F:8])[CH:12]([OH:13])[CH2:11][CH3:10])[CH3:7]. (4) The reactants are [F:1][C:2]1[CH:7]=[CH:6][C:5]([NH:8][C:9]([C:11]2[N:16]=[CH:15][C:14]([CH:17]([CH3:21])[C:18]([OH:20])=O)=[CH:13][CH:12]=2)=[O:10])=[CH:4][CH:3]=1.ON1C2C=CC=CC=2N=N1.F[B-](F)(F)F.N1(OC(N(C)C)=[N+](C)C)C2C=CC=CC=2N=N1.C(N(CC)CC)C.[C:61]([C:65]1[CH:69]=[C:68]([CH2:70][NH2:71])[N:67]([C:72]2[CH:77]=[CH:76][CH:75]=[C:74]([Cl:78])[CH:73]=2)[N:66]=1)([CH3:64])([CH3:63])[CH3:62]. The catalyst is O1CCCC1.O. The product is [C:61]([C:65]1[CH:69]=[C:68]([CH2:70][NH:71][C:18](=[O:20])[CH:17]([C:14]2[CH:13]=[CH:12][C:11]([C:9]([NH:8][C:5]3[CH:4]=[CH:3][C:2]([F:1])=[CH:7][CH:6]=3)=[O:10])=[N:16][CH:15]=2)[CH3:21])[N:67]([C:72]2[CH:77]=[CH:76][CH:75]=[C:74]([Cl:78])[CH:73]=2)[N:66]=1)([CH3:64])([CH3:62])[CH3:63]. The yield is 0.750. (5) The reactants are [H-].[Na+].Cl[C:4]1[C:9]([N+:10]([O-:12])=[O:11])=[CH:8][N:7]=[C:6]([NH2:13])[C:5]=1[F:14].[CH3:15][O:16][C:17]1[CH:22]=[CH:21][C:20]([CH2:23][SH:24])=[CH:19][CH:18]=1. The catalyst is C1COCC1. The product is [F:14][C:5]1[C:6]([NH2:13])=[N:7][CH:8]=[C:9]([N+:10]([O-:12])=[O:11])[C:4]=1[S:24][CH2:23][C:20]1[CH:21]=[CH:22][C:17]([O:16][CH3:15])=[CH:18][CH:19]=1. The yield is 0.390. (6) The reactants are [CH:1]1([C:4]2[C:13](I)=[CH:12][C:7]([C:8]([O:10][CH3:11])=[O:9])=[C:6]([CH3:15])[CH:5]=2)[CH2:3][CH2:2]1.[CH3:16][N:17](C=O)C. The catalyst is [C-]#N.[C-]#N.[Zn+2].C1C=CC([P]([Pd]([P](C2C=CC=CC=2)(C2C=CC=CC=2)C2C=CC=CC=2)([P](C2C=CC=CC=2)(C2C=CC=CC=2)C2C=CC=CC=2)[P](C2C=CC=CC=2)(C2C=CC=CC=2)C2C=CC=CC=2)(C2C=CC=CC=2)C2C=CC=CC=2)=CC=1. The product is [C:16]([C:13]1[C:4]([CH:1]2[CH2:3][CH2:2]2)=[CH:5][C:6]([CH3:15])=[C:7]([CH:12]=1)[C:8]([O:10][CH3:11])=[O:9])#[N:17]. The yield is 0.810. (7) The reactants are [OH:1][CH2:2][CH:3]1[CH2:7][CH2:6][N:5]([C:8]([O:10][CH2:11][C:12]2[CH:17]=[CH:16][CH:15]=[CH:14][CH:13]=2)=[O:9])[CH2:4]1.C(N(CC)CC)C.[S:25](Cl)([C:28]1[CH:34]=[CH:33][C:31]([CH3:32])=[CH:30][CH:29]=1)(=[O:27])=[O:26].C(OCC)(=O)C.CCCCCC. The catalyst is ClCCl.O. The product is [S:25]([O:1][CH2:2][CH:3]1[CH2:7][CH2:6][N:5]([C:8]([O:10][CH2:11][C:12]2[CH:13]=[CH:14][CH:15]=[CH:16][CH:17]=2)=[O:9])[CH2:4]1)([C:28]1[CH:34]=[CH:33][C:31]([CH3:32])=[CH:30][CH:29]=1)(=[O:27])=[O:26]. The yield is 0.680.